From a dataset of Reaction yield outcomes from USPTO patents with 853,638 reactions. Predict the reaction yield, written as a fraction of the theoretical maximum amount of product (1.0 means a 100% yield; for example, 0.34 means a 34% yield). (1) The reactants are [CH2:1]([Li])[CH2:2][CH2:3][CH3:4].[Br:6][C:7]1[CH:11]=[CH:10][S:9][CH:8]=1.[N:12]12[CH2:19][CH2:18][C:15]([C:20]([O:22]CC)=O)([CH2:16][CH2:17]1)[CH2:14][CH2:13]2. The catalyst is C(OCC)C.C1COCC1.CCOCC.CS(C)=O. The product is [Br-:6].[CH2:1]([N+:12]12[CH2:13][CH2:14][C:15]([C:20]([OH:22])([C:7]3[CH:11]=[CH:10][S:9][CH:8]=3)[C:7]3[CH:11]=[CH:10][S:9][CH:8]=3)([CH2:16][CH2:17]1)[CH2:18][CH2:19]2)[CH2:2][CH2:3][CH3:4]. The yield is 0.0940. (2) The reactants are [CH3:1][C:2]1(C(OCC)=O)[CH2:9][CH2:8][CH2:7][N:6]([C:10]([O:12][C:13]([CH3:16])([CH3:15])[CH3:14])=[O:11])[CH2:5][CH2:4][C:3]1=[O:17].[OH-].[K+]. The catalyst is CO.O. The product is [CH3:1][CH:2]1[CH2:9][CH2:8][CH2:7][N:6]([C:10]([O:12][C:13]([CH3:16])([CH3:15])[CH3:14])=[O:11])[CH2:5][CH2:4][C:3]1=[O:17]. The yield is 0.871. (3) The reactants are [Li+].CC([N-]C(C)C)C.[Br:9][C:10]1[CH:15]=[CH:14][C:13]([NH2:16])=[C:12]([CH3:17])[CH:11]=1.Cl[C:19]1[C:27]([C:28]([OH:30])=[O:29])=[C:26]2[N:22]([CH2:23][CH2:24][CH2:25]2)[C:21](=[O:31])[CH:20]=1. The catalyst is C1COCC1. The product is [Br:9][C:10]1[CH:15]=[CH:14][C:13]([NH:16][C:19]2[C:27]([C:28]([OH:30])=[O:29])=[C:26]3[N:22]([CH2:23][CH2:24][CH2:25]3)[C:21](=[O:31])[CH:20]=2)=[C:12]([CH3:17])[CH:11]=1. The yield is 0.360. (4) The reactants are [O:1]1[CH2:5][CH2:4][C@H:3]([NH:6][CH2:7]/[CH:8]=[CH:9]/[C:10]([O:12][CH3:13])=[O:11])[CH2:2]1.C=O.[BH-](OC(C)=O)(OC(C)=O)O[C:18](C)=O.[Na+]. The catalyst is C(Cl)Cl. The product is [CH3:18][N:6]([C@H:3]1[CH2:4][CH2:5][O:1][CH2:2]1)[CH2:7]/[CH:8]=[CH:9]/[C:10]([O:12][CH3:13])=[O:11]. The yield is 0.810. (5) The reactants are [CH3:1][N:2]1[CH2:7][CH2:6][N:5]([CH2:8][C:9]2[N:13]3[CH:14]=[CH:15][CH:16]=[CH:17][C:12]3=[N:11][C:10]=2[CH2:18][NH:19][CH:20]2[C:29]3[N:28]=[CH:27][CH:26]=[CH:25][C:24]=3[CH2:23][CH2:22][CH2:21]2)[CH2:4][CH2:3]1.C=O.[C:32](O[BH-](OC(=O)C)OC(=O)C)(=O)C.[Na+].C(O)(=O)C.C(=O)([O-])[O-].[Na+].[Na+]. The catalyst is ClCCCl.ClCCl. The product is [CH3:32][N:19]([CH2:18][C:10]1[N:11]=[C:12]2[CH:17]=[CH:16][CH:15]=[CH:14][N:13]2[C:9]=1[CH2:8][N:5]1[CH2:4][CH2:3][N:2]([CH3:1])[CH2:7][CH2:6]1)[CH:20]1[C:29]2[N:28]=[CH:27][CH:26]=[CH:25][C:24]=2[CH2:23][CH2:22][CH2:21]1. The yield is 0.760.